Dataset: Peptide-MHC class II binding affinity with 134,281 pairs from IEDB. Task: Regression. Given a peptide amino acid sequence and an MHC pseudo amino acid sequence, predict their binding affinity value. This is MHC class II binding data. The peptide sequence is QNPSQQQPQEQVPLVQQQQF. The MHC is DRB3_0101 with pseudo-sequence DRB3_0101. The binding affinity (normalized) is 0.